Task: Predict the product of the given reaction.. Dataset: Forward reaction prediction with 1.9M reactions from USPTO patents (1976-2016) (1) Given the reactants [ClH:1].C(OCC)(=O)C.C(OC([N:15]1[CH2:20][CH2:19][CH:18]([CH2:21][N:22]([CH3:37])[CH2:23][CH:24]2[CH2:29][CH2:28][N:27](C(OC(C)(C)C)=O)[CH2:26][CH2:25]2)[CH2:17][CH2:16]1)=O)(C)(C)C, predict the reaction product. The product is: [ClH:1].[ClH:1].[ClH:1].[NH:15]1[CH2:20][CH2:19][CH:18]([CH2:21][N:22]([CH3:37])[CH2:23][CH:24]2[CH2:25][CH2:26][NH:27][CH2:28][CH2:29]2)[CH2:17][CH2:16]1. (2) Given the reactants [C:1]([C:3]1[CH:8]=[CH:7][CH:6]=[CH:5][C:4]=1[C:9]1[C:10](=[O:30])[N:11]([C:24]2[CH:29]=[CH:28][CH:27]=[CH:26][CH:25]=2)[CH:12]=[C:13]([C:15]2[CH:20]=[CH:19][CH:18]=[CH:17][C:16]=2[N+:21]([O-])=O)[CH:14]=1)#[N:2].[H][H], predict the reaction product. The product is: [NH2:21][C:16]1[CH:17]=[CH:18][CH:19]=[CH:20][C:15]=1[C:13]1[CH:14]=[C:9]([C:4]2[CH:5]=[CH:6][CH:7]=[CH:8][C:3]=2[C:1]#[N:2])[C:10](=[O:30])[N:11]([C:24]2[CH:29]=[CH:28][CH:27]=[CH:26][CH:25]=2)[CH:12]=1. (3) Given the reactants Br[C:2]1[CH:3]=[C:4]([F:20])[C:5]([C:9]([O:12][C:13]2[CH:18]=[CH:17][C:16](Br)=[CH:15][CH:14]=2)([F:11])[F:10])=[C:6]([F:8])[CH:7]=1.[CH2:21]([OH:27])[CH2:22][CH2:23][CH2:24][C:25]#[CH:26].[OH2:28].Cl, predict the reaction product. The product is: [F:10][C:9]([F:11])([O:12][C:13]1[CH:18]=[CH:17][C:16]([C:3]#[C:2][CH2:7][CH2:6][CH2:5][CH2:4][OH:28])=[CH:15][CH:14]=1)[C:5]1[C:4]([F:20])=[CH:3][C:2]([C:26]#[C:25][CH2:24][CH2:23][CH2:22][CH2:21][OH:27])=[CH:7][C:6]=1[F:8]. (4) Given the reactants [C:1]([N:8]1[CH2:11][C:10](=O)[CH2:9]1)([O:3][C:4]([CH3:7])([CH3:6])[CH3:5])=[O:2].[CH2:13]([CH2:15][NH2:16])[OH:14], predict the reaction product. The product is: [C:1]([N:8]1[CH2:11][CH:10]([NH:16][CH2:15][CH2:13][OH:14])[CH2:9]1)([O:3][C:4]([CH3:7])([CH3:6])[CH3:5])=[O:2]. (5) Given the reactants [CH2:1]([N:8]1[CH2:13][CH2:12][N:11]([C:14]([O:16][C:17]([CH3:20])([CH3:19])[CH3:18])=[O:15])[CH2:10][C@H:9]1[CH2:21][OH:22])[C:2]1[CH:7]=[CH:6][CH:5]=[CH:4][CH:3]=1.O[C:24]1[CH:31]=[CH:30][C:27]([C:28]#[N:29])=[CH:26][CH:25]=1.C1(P(C2C=CC=CC=2)C2C=CC=CC=2)C=CC=CC=1.CCOC(/N=N/C(OCC)=O)=O, predict the reaction product. The product is: [CH2:1]([N:8]1[CH2:13][CH2:12][N:11]([C:14]([O:16][C:17]([CH3:18])([CH3:19])[CH3:20])=[O:15])[CH2:10][C@H:9]1[CH2:21][O:22][C:24]1[CH:31]=[CH:30][C:27]([C:28]#[N:29])=[CH:26][CH:25]=1)[C:2]1[CH:7]=[CH:6][CH:5]=[CH:4][CH:3]=1. (6) Given the reactants [CH3:1][N:2]1[C:6]([CH3:7])=[C:5]([CH3:8])[C:4](=[O:9])[N:3]1[C:10]1[CH:15]=[CH:14][CH:13]=[CH:12][CH:11]=1.[Br:16]N1C(=O)CCC1=O, predict the reaction product. The product is: [Br:16][CH2:7][C:6]1[N:2]([CH3:1])[N:3]([C:10]2[CH:15]=[CH:14][CH:13]=[CH:12][CH:11]=2)[C:4](=[O:9])[C:5]=1[CH3:8]. (7) Given the reactants [Br:1][C:2]1[C:3]([N:16]2[CH2:21][CH2:20][CH2:19][C@@H:18]([NH:22]C(=O)OC(C)(C)C)[CH2:17]2)=[C:4]2[C:10]([NH:11][C:12](=[O:15])[CH2:13][CH3:14])=[CH:9][NH:8][C:5]2=[N:6][CH:7]=1.C(O)(C(F)(F)F)=O.C(Cl)[Cl:38], predict the reaction product. The product is: [ClH:38].[NH2:22][C@@H:18]1[CH2:19][CH2:20][CH2:21][N:16]([C:3]2[C:2]([Br:1])=[CH:7][N:6]=[C:5]3[NH:8][CH:9]=[C:10]([NH:11][C:12](=[O:15])[CH2:13][CH3:14])[C:4]=23)[CH2:17]1. (8) Given the reactants [CH3:1][O:2][C:3]1[CH:16]=[CH:15][C:14]2[C:5](=[C:6]([NH2:17])[N:7]=[C:8]3[C:13]=2[CH:12]=[CH:11][CH:10]=[CH:9]3)[CH:4]=1.Br[CH:19]([C:22]1[C:27]([Br:28])=[CH:26][CH:25]=[CH:24][C:23]=1[Br:29])[CH:20]=O.C(=O)(O)[O-].[Na+], predict the reaction product. The product is: [Br:28][C:27]1[CH:26]=[CH:25][CH:24]=[C:23]([Br:29])[C:22]=1[C:19]1[N:7]2[C:8]3[CH:9]=[CH:10][CH:11]=[CH:12][C:13]=3[C:14]3[CH:15]=[CH:16][C:3]([O:2][CH3:1])=[CH:4][C:5]=3[C:6]2=[N:17][CH:20]=1. (9) Given the reactants [F:1][C:2]1[CH:30]=[CH:29][CH:28]=[CH:27][C:3]=1[CH2:4][N:5]1[C:9]2=[N:10][CH:11]=[CH:12][CH:13]=[C:8]2[C:7]([C:14]2[N:15]=[C:16](I)[C:17]3[C:22]([CH3:24])([CH3:23])[C:21](=[O:25])[NH:20][C:18]=3[N:19]=2)=[N:6]1.C(N(CC)C(C)C)(C)C.Cl.Cl.[NH:42]1[CH2:45][CH:44]([N:46]2[CH2:50][CH2:49][CH2:48][CH2:47]2)[CH2:43]1.O, predict the reaction product. The product is: [F:1][C:2]1[CH:30]=[CH:29][CH:28]=[CH:27][C:3]=1[CH2:4][N:5]1[C:9]2=[N:10][CH:11]=[CH:12][CH:13]=[C:8]2[C:7]([C:14]2[N:15]=[C:16]([N:42]3[CH2:45][CH:44]([N:46]4[CH2:50][CH2:49][CH2:48][CH2:47]4)[CH2:43]3)[C:17]3[C:22]([CH3:24])([CH3:23])[C:21](=[O:25])[NH:20][C:18]=3[N:19]=2)=[N:6]1.